The task is: Regression. Given a peptide amino acid sequence and an MHC pseudo amino acid sequence, predict their binding affinity value. This is MHC class I binding data.. This data is from Peptide-MHC class I binding affinity with 185,985 pairs from IEDB/IMGT. (1) The peptide sequence is RLLLLGLLLL. The MHC is HLA-A02:02 with pseudo-sequence HLA-A02:02. The binding affinity (normalized) is 0.344. (2) The peptide sequence is VSFDQNLDY. The MHC is HLA-B08:02 with pseudo-sequence HLA-B08:02. The binding affinity (normalized) is 0.0847. (3) The peptide sequence is LFLLKLAGRW. The MHC is Mamu-B17 with pseudo-sequence Mamu-B17. The binding affinity (normalized) is 0.262. (4) The peptide sequence is EIIPKIKAY. The MHC is HLA-B57:01 with pseudo-sequence HLA-B57:01. The binding affinity (normalized) is 0.0847. (5) The peptide sequence is FYPINDDFY. The MHC is HLA-B18:01 with pseudo-sequence HLA-B18:01. The binding affinity (normalized) is 0.0847. (6) The peptide sequence is LSVSDRCPL. The MHC is H-2-Kb with pseudo-sequence H-2-Kb. The binding affinity (normalized) is 0.217. (7) The peptide sequence is FRDRGQHVL. The MHC is HLA-B39:01 with pseudo-sequence HLA-B39:01. The binding affinity (normalized) is 0.936.